From a dataset of Full USPTO retrosynthesis dataset with 1.9M reactions from patents (1976-2016). Predict the reactants needed to synthesize the given product. (1) Given the product [CH3:1][C@H:2]([NH:11][C:12](=[O:23])[CH2:13][C:14](=[O:22])[CH2:15][CH2:16][CH2:17][CH2:18][CH2:19][CH2:20][CH3:21])[CH2:3][C:4](=[O:5])[CH3:10], predict the reactants needed to synthesize it. The reactants are: [CH3:1][C@H:2]([NH:11][C:12](=[O:23])[CH2:13][C:14](=[O:22])[CH2:15][CH2:16][CH2:17][CH2:18][CH2:19][CH2:20][CH3:21])[CH2:3][C:4]1([CH3:10])OCCC[O:5]1. (2) Given the product [O:1]=[C:2]1[C:7]([CH2:8][C:9]2[CH:10]=[CH:11][C:12]([C:15]3[C:16]([C:21]#[N:22])=[CH:17][CH:18]=[CH:19][CH:20]=3)=[CH:13][CH:14]=2)=[C:6]([CH2:23][CH2:24][CH3:25])[N:5]2[N:26]=[CH:27][N:28]=[C:4]2[N:3]1[C:29]1[CH:34]=[CH:33][CH:32]=[CH:31][CH:30]=1, predict the reactants needed to synthesize it. The reactants are: [O:1]=[C:2]1[C:7]([CH2:8][C:9]2[CH:14]=[CH:13][C:12]([C:15]3[C:16]([C:21]#[N:22])=[CH:17][CH:18]=[CH:19][CH:20]=3)=[CH:11][CH:10]=2)=[C:6]([CH2:23][CH2:24][CH3:25])[N:5]2[N:26]=[CH:27][N:28]=[C:4]2[NH:3]1.[C:29]1(B(O)O)[CH:34]=[CH:33][CH:32]=[CH:31][CH:30]=1.C(N(CC)CC)C.N1C=CC=CC=1. (3) Given the product [F:7][C:8]([F:15])([F:14])[C:9]1[NH:1][CH2:2][CH:3]([OH:6])[CH2:4][N:5]=1, predict the reactants needed to synthesize it. The reactants are: [NH2:1][CH2:2][CH:3]([OH:6])[CH2:4][NH2:5].[F:7][C:8]([F:15])([F:14])[C:9](OCC)=O. (4) The reactants are: [N+:1]([C:4]1[CH:9]=[CH:8][C:7]([NH:10][C:11]2[N:19]([CH2:20][CH2:21]O)[C:14]3=[N:15][CH:16]=[CH:17][CH:18]=[C:13]3[N:12]=2)=[CH:6][CH:5]=1)([O-:3])=[O:2].C(N(CC)CC)C.O. Given the product [N+:1]([C:4]1[CH:9]=[CH:8][C:7]([N:10]2[C:11]3=[N:12][C:13]4[C:14](=[N:15][CH:16]=[CH:17][CH:18]=4)[N:19]3[CH2:20][CH2:21]2)=[CH:6][CH:5]=1)([O-:3])=[O:2], predict the reactants needed to synthesize it.